The task is: Predict the product of the given reaction.. This data is from Forward reaction prediction with 1.9M reactions from USPTO patents (1976-2016). (1) Given the reactants [Cl:1][C:2]1[C:3]([OH:20])=[CH:4][C:5]([OH:19])=[C:6]([C:8](=[O:18])[CH2:9][C:10]2[CH:15]=[CH:14][C:13]([O:16][CH3:17])=[CH:12][CH:11]=2)[CH:7]=1.C(=O)([O-])[O-].[K+].[K+].[CH2:27](Br)[C:28]1[CH:33]=[CH:32][CH:31]=[CH:30][CH:29]=1, predict the reaction product. The product is: [CH2:27]([O:19][C:5]1[CH:4]=[C:3]([O:20][CH2:8][C:6]2[CH:7]=[CH:2][CH:3]=[CH:4][CH:5]=2)[C:2]([Cl:1])=[CH:7][C:6]=1[C:8](=[O:18])[CH2:9][C:10]1[CH:11]=[CH:12][C:13]([O:16][CH3:17])=[CH:14][CH:15]=1)[C:28]1[CH:33]=[CH:32][CH:31]=[CH:30][CH:29]=1. (2) Given the reactants [C:1]([C:5]1[CH:10]=[CH:9][C:8]([C:11]2[NH:15][C:14]3[CH:16]=[CH:17][CH:18]=[C:19]([N:20]4[CH2:25][CH2:24][N:23]([CH2:26][C:27]5[CH:28]=[C:29]([NH2:34])[C:30]([NH2:33])=[CH:31][CH:32]=5)[CH2:22][CH2:21]4)[C:13]=3[N:12]=2)=[CH:7][CH:6]=1)([CH3:4])([CH3:3])[CH3:2].O1CCCC1.[C:40](N1C=CN=C1)(=[O:48])[C:41](N1C=CN=C1)=[O:42], predict the reaction product. The product is: [C:1]([C:5]1[CH:6]=[CH:7][C:8]([C:11]2[NH:15][C:14]3[CH:16]=[CH:17][CH:18]=[C:19]([N:20]4[CH2:21][CH2:22][N:23]([CH2:26][C:27]5[CH:28]=[C:29]6[C:30](=[CH:31][CH:32]=5)[NH:33][C:41](=[O:42])[C:40](=[O:48])[NH:34]6)[CH2:24][CH2:25]4)[C:13]=3[N:12]=2)=[CH:9][CH:10]=1)([CH3:4])([CH3:2])[CH3:3].